Dataset: NCI-60 drug combinations with 297,098 pairs across 59 cell lines. Task: Regression. Given two drug SMILES strings and cell line genomic features, predict the synergy score measuring deviation from expected non-interaction effect. (1) Drug 1: C1CCC(C1)C(CC#N)N2C=C(C=N2)C3=C4C=CNC4=NC=N3. Drug 2: CC(C)(C#N)C1=CC(=CC(=C1)CN2C=NC=N2)C(C)(C)C#N. Cell line: SK-MEL-5. Synergy scores: CSS=-12.0, Synergy_ZIP=8.39, Synergy_Bliss=2.43, Synergy_Loewe=-14.7, Synergy_HSA=-15.6. (2) Drug 1: CN(CCCl)CCCl.Cl. Drug 2: C(CN)CNCCSP(=O)(O)O. Cell line: UACC-257. Synergy scores: CSS=8.51, Synergy_ZIP=-2.04, Synergy_Bliss=1.79, Synergy_Loewe=-29.7, Synergy_HSA=1.05. (3) Drug 1: C(CN)CNCCSP(=O)(O)O. Drug 2: CC12CCC3C(C1CCC2OP(=O)(O)O)CCC4=C3C=CC(=C4)OC(=O)N(CCCl)CCCl.[Na+]. Cell line: HCT-15. Synergy scores: CSS=10.1, Synergy_ZIP=0.810, Synergy_Bliss=3.58, Synergy_Loewe=-9.42, Synergy_HSA=-1.39. (4) Drug 1: C1CCN(CC1)CCOC2=CC=C(C=C2)C(=O)C3=C(SC4=C3C=CC(=C4)O)C5=CC=C(C=C5)O. Drug 2: C1=NC(=NC(=O)N1C2C(C(C(O2)CO)O)O)N. Cell line: TK-10. Synergy scores: CSS=0.117, Synergy_ZIP=5.57, Synergy_Bliss=1.68, Synergy_Loewe=-1.32, Synergy_HSA=-1.09. (5) Drug 1: CC1=C(C(CCC1)(C)C)C=CC(=CC=CC(=CC(=O)O)C)C. Drug 2: C1CN(P(=O)(OC1)NCCCl)CCCl. Cell line: OVCAR3. Synergy scores: CSS=-6.24, Synergy_ZIP=3.75, Synergy_Bliss=2.00, Synergy_Loewe=-9.79, Synergy_HSA=-8.19. (6) Drug 2: CN(C(=O)NC(C=O)C(C(C(CO)O)O)O)N=O. Drug 1: C1CCC(C1)C(CC#N)N2C=C(C=N2)C3=C4C=CNC4=NC=N3. Cell line: PC-3. Synergy scores: CSS=-3.41, Synergy_ZIP=-0.549, Synergy_Bliss=-3.62, Synergy_Loewe=-5.31, Synergy_HSA=-5.24. (7) Drug 1: CN1C(=O)N2C=NC(=C2N=N1)C(=O)N. Drug 2: CNC(=O)C1=NC=CC(=C1)OC2=CC=C(C=C2)NC(=O)NC3=CC(=C(C=C3)Cl)C(F)(F)F. Cell line: HCT116. Synergy scores: CSS=45.6, Synergy_ZIP=4.94, Synergy_Bliss=3.60, Synergy_Loewe=-33.7, Synergy_HSA=0.613.